This data is from Full USPTO retrosynthesis dataset with 1.9M reactions from patents (1976-2016). The task is: Predict the reactants needed to synthesize the given product. (1) Given the product [Cl:19][C:14]1[CH:15]=[CH:16][CH:17]=[CH:18][C:13]=1[C:7]1[N+:8]([O-:12])=[CH:9][C:10]2[C:5]([CH:6]=1)=[CH:4][N:3]=[C:2]([NH:25][C:23]([CH:20]1[CH2:22][CH2:21]1)=[O:24])[CH:11]=2, predict the reactants needed to synthesize it. The reactants are: Cl[C:2]1[CH:11]=[C:10]2[C:5]([CH:6]=[C:7]([C:13]3[CH:18]=[CH:17][CH:16]=[CH:15][C:14]=3[Cl:19])[N+:8]([O-:12])=[CH:9]2)=[CH:4][N:3]=1.[CH:20]1([C:23]([NH2:25])=[O:24])[CH2:22][CH2:21]1.C(=O)([O-])[O-].[Cs+].[Cs+]. (2) Given the product [NH2:12][CH2:11][CH2:10][CH:9]([NH:20][C:21]([N:23]1[CH2:32][CH2:31][C:30]2[CH:29]=[N:28][C:27]([NH:33][CH:34]([CH3:36])[CH3:35])=[N:26][C:25]=2[CH2:24]1)=[O:22])[C:4]1[CH:5]=[CH:6][C:7]([Cl:8])=[C:2]([Cl:1])[CH:3]=1, predict the reactants needed to synthesize it. The reactants are: [Cl:1][C:2]1[CH:3]=[C:4]([CH:9]([NH:20][C:21]([N:23]2[CH2:32][CH2:31][C:30]3[CH:29]=[N:28][C:27]([NH:33][CH:34]([CH3:36])[CH3:35])=[N:26][C:25]=3[CH2:24]2)=[O:22])[CH2:10][CH2:11][NH:12]C(=O)OC(C)(C)C)[CH:5]=[CH:6][C:7]=1[Cl:8].C(O)(C(F)(F)F)=O. (3) The reactants are: [NH2:1][C:2]1[CH:7]=[CH:6][C:5]([C:8]2([CH2:11][NH:12][C:13](=[O:15])[CH3:14])[CH2:10][CH2:9]2)=[CH:4][CH:3]=1.[CH3:16][O:17][C:18]1[CH:19]=[C:20]([CH:24]=[CH:25][C:26]=1[O:27][CH3:28])[C:21](Cl)=[O:22].C(N(CC)CC)C. Given the product [C:13]([NH:12][CH2:11][C:8]1([C:5]2[CH:4]=[CH:3][C:2]([NH:1][C:21](=[O:22])[C:20]3[CH:24]=[CH:25][C:26]([O:27][CH3:28])=[C:18]([O:17][CH3:16])[CH:19]=3)=[CH:7][CH:6]=2)[CH2:9][CH2:10]1)(=[O:15])[CH3:14], predict the reactants needed to synthesize it. (4) Given the product [F:18][C:2]([F:1])([F:17])[C:3]([C:5]1[C:13]2[C:8](=[CH:9][C:10]([N+:14]([O-:16])=[O:15])=[CH:11][CH:12]=2)[N:7]([CH:26]([CH3:28])[CH3:27])[CH:6]=1)=[O:4], predict the reactants needed to synthesize it. The reactants are: [F:1][C:2]([F:18])([F:17])[C:3]([C:5]1[C:13]2[C:8](=[CH:9][C:10]([N+:14]([O-:16])=[O:15])=[CH:11][CH:12]=2)[NH:7][CH:6]=1)=[O:4].C(=O)([O-])[O-].[K+].[K+].I[CH:26]([CH3:28])[CH3:27]. (5) Given the product [C:26]([C:19]1[CH:20]=[C:21]([CH2:24][CH3:25])[CH:22]=[CH:23][C:18]=1[O:17][CH:15]([CH3:16])[CH2:14][CH2:13][O:12][C:9]1[CH:10]=[CH:11][C:6]([CH2:5][CH2:4][C:3]([OH:35])=[O:2])=[C:7]([CH3:34])[CH:8]=1)(=[O:33])[C:27]1[CH:28]=[CH:29][CH:30]=[CH:31][CH:32]=1, predict the reactants needed to synthesize it. The reactants are: C[O:2][C:3](=[O:35])[CH2:4][CH2:5][C:6]1[CH:11]=[CH:10][C:9]([O:12][CH2:13][CH2:14][CH:15]([O:17][C:18]2[CH:23]=[CH:22][C:21]([CH2:24][CH3:25])=[CH:20][C:19]=2[C:26](=[O:33])[C:27]2[CH:32]=[CH:31][CH:30]=[CH:29][CH:28]=2)[CH3:16])=[CH:8][C:7]=1[CH3:34]. (6) Given the product [Cl:1][C:2]1[CH:3]=[C:4]([C:12]2[CH:33]=[CH:32][C:15]3[NH:16][C:17]([NH:19][C:20]([C:22]4[N:23]=[C:24]5[CH:29]=[CH:28][C:27]([O:43][CH2:42][C@H:41]([OH:40])[CH3:44])=[N:26][N:25]5[CH:31]=4)=[O:21])=[N:18][C:14]=3[CH:13]=2)[CH:5]=[CH:6][C:7]=1[C:8]([F:9])([F:11])[F:10], predict the reactants needed to synthesize it. The reactants are: [Cl:1][C:2]1[CH:3]=[C:4]([C:12]2[CH:33]=[CH:32][C:15]3[NH:16][C:17]([NH:19][C:20]([C:22]4[N:23]=[C:24]5[CH:29]=[CH:28][C:27](Cl)=[N:26][N:25]5[CH:31]=4)=[O:21])=[N:18][C:14]=3[CH:13]=2)[CH:5]=[CH:6][C:7]=1[C:8]([F:11])([F:10])[F:9].O1CCCCC1[O:40][C@H:41]([CH3:44])[CH2:42][OH:43].[H-].[Na+].O.